Dataset: Forward reaction prediction with 1.9M reactions from USPTO patents (1976-2016). Task: Predict the product of the given reaction. (1) Given the reactants [Cl:1][C:2]1[CH:7]=[CH:6][C:5]([NH:8][C:9]([NH:11][C:12]2[CH:17]=[C:16]([C:18]([F:21])([F:20])[F:19])[CH:15]=[C:14]([O:22]COC)[CH:13]=2)=[O:10])=[CH:4][C:3]=1[C:26]([F:29])([F:28])[F:27].C(OCC)(=O)C, predict the reaction product. The product is: [Cl:1][C:2]1[CH:7]=[CH:6][C:5]([NH:8][C:9]([NH:11][C:12]2[CH:17]=[C:16]([C:18]([F:20])([F:21])[F:19])[CH:15]=[C:14]([OH:22])[CH:13]=2)=[O:10])=[CH:4][C:3]=1[C:26]([F:27])([F:28])[F:29]. (2) Given the reactants [CH3:1][C:2]1[N:7]=[CH:6][C:5]([C:8]([OH:10])=[O:9])=[CH:4][CH:3]=1.CN(C(ON1N=NC2C=CC=NC1=2)=[N+](C)C)C.F[P-](F)(F)(F)(F)F.CCN(C(C)C)C(C)C.Cl.[CH3:45][C@@H:46]1[CH2:51][NH:50][CH2:49][CH2:48][N:47]1[S:52]([C:55]1[CH:60]=[CH:59][C:58]([C:61]([F:64])([F:63])[F:62])=[CH:57][CH:56]=1)(=[O:54])=[O:53], predict the reaction product. The product is: [CH:8]([OH:10])=[O:9].[CH3:45][C@@H:46]1[CH2:51][N:50]([C:8]([C:5]2[CH:6]=[N:7][C:2]([CH3:1])=[CH:3][CH:4]=2)=[O:10])[CH2:49][CH2:48][N:47]1[S:52]([C:55]1[CH:56]=[CH:57][C:58]([C:61]([F:64])([F:62])[F:63])=[CH:59][CH:60]=1)(=[O:54])=[O:53]. (3) Given the reactants [CH3:1][C:2]1[CH:9]=[CH:8][C:5]([CH:6]=O)=[CH:4][C:3]=1[Br:10].[CH2:11]1[C:16](=O)[CH2:15][C:13](=[O:14])[CH2:12]1.[NH2:18][C:19]1[N:23]([CH3:24])[NH:22][C:21](=[O:25])[CH:20]=1, predict the reaction product. The product is: [Br:10][C:3]1[CH:4]=[C:5]([CH:6]2[C:20]3[C:21](=[O:25])[NH:22][N:23]([CH3:24])[C:19]=3[NH:18][C:16]3[CH2:11][CH2:12][C:13](=[O:14])[C:15]2=3)[CH:8]=[CH:9][C:2]=1[CH3:1]. (4) Given the reactants Br.[Br:2][CH:3]1[CH:9]([CH3:10])[CH2:8][NH:7][CH2:6][CH2:5][C:4]1=O.[C:12]([NH2:15])(=[S:14])[CH3:13], predict the reaction product. The product is: [BrH:2].[CH3:13][C:12]1[S:14][C:3]2[CH:9]([CH3:10])[CH2:8][NH:7][CH2:6][CH2:5][C:4]=2[N:15]=1. (5) Given the reactants [OH:1][CH2:2][CH2:3][C:4]1[C:12]2[C:11](=[O:13])[N:10]([CH2:14][O:15][CH2:16][CH2:17][Si:18]([CH3:21])([CH3:20])[CH3:19])[N:9]=[CH:8][C:7]=2[N:6]([CH2:22][O:23][CH2:24][CH2:25][Si:26]([CH3:29])([CH3:28])[CH3:27])[CH:5]=1.[CH2:30](I)[CH3:31], predict the reaction product. The product is: [CH2:30]([O:1][CH2:2][CH2:3][C:4]1[C:12]2[C:11](=[O:13])[N:10]([CH2:14][O:15][CH2:16][CH2:17][Si:18]([CH3:19])([CH3:20])[CH3:21])[N:9]=[CH:8][C:7]=2[N:6]([CH2:22][O:23][CH2:24][CH2:25][Si:26]([CH3:28])([CH3:27])[CH3:29])[CH:5]=1)[CH3:31]. (6) Given the reactants [CH3:1][O:2][C:3]1[CH:4]=[C:5]2[C:10](=[CH:11][C:12]=1[O:13][CH3:14])[NH:9][C:8](=[O:15])[C:7]([C:16]([NH:18][C:19]1[CH:20]=[C:21]([CH:25]=[CH:26][C:27]=1[CH3:28])[C:22](O)=[O:23])=[O:17])=[CH:6]2.CN(C(ON1N=NC2C=CC=NC1=2)=[N+](C)C)C.F[P-](F)(F)(F)(F)F.[NH2:53][CH2:54][CH2:55][CH2:56][N:57]1[CH2:62][CH2:61][O:60][CH2:59][CH2:58]1.C(=O)(O)[O-].[Na+], predict the reaction product. The product is: [CH3:28][C:27]1[CH:26]=[CH:25][C:21]([C:22](=[O:23])[NH:53][CH2:54][CH2:55][CH2:56][N:57]2[CH2:62][CH2:61][O:60][CH2:59][CH2:58]2)=[CH:20][C:19]=1[NH:18][C:16]([C:7]1[C:8](=[O:15])[NH:9][C:10]2[C:5]([CH:6]=1)=[CH:4][C:3]([O:2][CH3:1])=[C:12]([O:13][CH3:14])[CH:11]=2)=[O:17].